Task: Predict which catalyst facilitates the given reaction.. Dataset: Catalyst prediction with 721,799 reactions and 888 catalyst types from USPTO (1) Reactant: [CH2:1]([O:4][N:5]1[C:11](=[O:12])[N:10]2[CH2:13][C@H:6]1[C:7]([C:23]([NH2:25])=[O:24])=[CH:8][C@H:9]2[CH2:14][O:15][Si](C(C)(C)C)(C)C)[CH:2]=[CH2:3].[F-].C([N+](CCCC)(CCCC)CCCC)CCC. Product: [CH2:1]([O:4][N:5]1[C:11](=[O:12])[N:10]2[CH2:13][C@H:6]1[C:7]([C:23]([NH2:25])=[O:24])=[CH:8][C@H:9]2[CH2:14][OH:15])[CH:2]=[CH2:3]. The catalyst class is: 1. (2) Reactant: [H-].[Al+3].[Li+].[H-].[H-].[H-].C([O:10][C:11](=O)[C:12]1[CH:17]=[C:16]([Cl:18])[CH:15]=[CH:14][C:13]=1[O:19][CH2:20][CH:21]=[CH2:22])C=C. Product: [CH2:20]([O:19][C:13]1[CH:14]=[CH:15][C:16]([Cl:18])=[CH:17][C:12]=1[CH2:11][OH:10])[CH:21]=[CH2:22]. The catalyst class is: 1. (3) Reactant: C(O)=O.[NH2:4][CH2:5][CH2:6][C:7]1[CH:12]=[CH:11][C:10]([N:13]2[C:17]3=[N:18][CH:19]=[CH:20][CH:21]=[C:16]3[N:15]=[C:14]2[CH2:22][CH2:23][C:24]2[CH:29]=[CH:28][C:27]([NH:30][C:31]([NH:33][CH2:34][CH2:35][CH2:36][CH2:37][CH2:38][CH3:39])=[O:32])=[CH:26][CH:25]=2)=[CH:9][CH:8]=1.C([Si]([O:57][C:58]1[CH:63]=[CH:62][C:61]([O:64][CH2:65][CH:66]2[CH2:68][O:67]2)=[CH:60][CH:59]=1)(C1C=CC=CC=1)C1C=CC=CC=1)(C)(C)C. Product: [CH2:34]([NH:33][C:31]([NH:30][C:27]1[CH:26]=[CH:25][C:24]([CH2:23][CH2:22][C:14]2[N:13]([C:10]3[CH:11]=[CH:12][C:7]([CH2:6][CH2:5][NH:4][CH2:68][C@H:66]([OH:67])[CH2:65][O:64][C:61]4[CH:62]=[CH:63][C:58]([OH:57])=[CH:59][CH:60]=4)=[CH:8][CH:9]=3)[C:17]3=[N:18][CH:19]=[CH:20][CH:21]=[C:16]3[N:15]=2)=[CH:29][CH:28]=1)=[O:32])[CH2:35][CH2:36][CH2:37][CH2:38][CH3:39]. The catalyst class is: 147.